From a dataset of Forward reaction prediction with 1.9M reactions from USPTO patents (1976-2016). Predict the product of the given reaction. (1) Given the reactants [Cl:1][C:2]1[CH:7]=[CH:6][C:5]([CH2:8]Cl)=[CH:4][N+:3]=1[O-:10].[NH:11]1[CH2:16][CH2:15][O:14][CH2:13][CH2:12]1.C(=O)([O-])[O-].[K+].[K+], predict the reaction product. The product is: [Cl:1][C:2]1[CH:7]=[CH:6][C:5]([CH2:8][N:11]2[CH2:16][CH2:15][O:14][CH2:13][CH2:12]2)=[CH:4][N+:3]=1[O-:10]. (2) Given the reactants [CH3:1][O:2][C:3]([C:5]1[NH:6][C:7]2[C:12]([CH:13]=1)=[CH:11][CH:10]=[C:9]([NH:14]C(C1NC3C(C=1)=CC(C(=O)NCCNC(OC(C)(C)C)=O)=CC=3)=O)[CH:8]=2)=[O:4].[C:39]([O:42][CH2:43][CH2:44][NH:45][C:46]([C:48]1[CH:49]=[C:50]2[C:54](=[CH:55][CH:56]=1)[NH:53][C:52]([C:57]([OH:59])=O)=[CH:51]2)=[O:47])(=[O:41])[CH3:40], predict the reaction product. The product is: [CH3:1][O:2][C:3]([C:5]1[NH:6][C:7]2[C:12]([CH:13]=1)=[CH:11][CH:10]=[C:9]([NH:14][C:57]([C:52]1[NH:53][C:54]3[C:50]([CH:51]=1)=[CH:49][C:48]([C:46](=[O:47])[NH:45][CH2:44][CH2:43][O:42][C:39](=[O:41])[CH3:40])=[CH:56][CH:55]=3)=[O:59])[CH:8]=2)=[O:4].